Dataset: Retrosynthesis with 50K atom-mapped reactions and 10 reaction types from USPTO. Task: Predict the reactants needed to synthesize the given product. (1) Given the product CCOC(=O)C1(NS(=O)(=O)c2ccc(Oc3ccc(F)cc3)cc2)CCOCC1, predict the reactants needed to synthesize it. The reactants are: CCOC(=O)C1(N)CCOCC1.O=S(=O)(Cl)c1ccc(Oc2ccc(F)cc2)cc1. (2) The reactants are: CC(C)(C)OC(=O)N1CCNCC1.Clc1cccc(Cc2cnc3c(Cl)cccc3c2)c1. Given the product CC(C)(C)OC(=O)N1CCN(c2cccc3cc(Cc4cccc(Cl)c4)cnc23)CC1, predict the reactants needed to synthesize it. (3) Given the product N#Cc1ccc(C#CC2CCCCC2)nc1, predict the reactants needed to synthesize it. The reactants are: C#CC1CCCCC1.N#Cc1ccc(Cl)nc1. (4) The reactants are: CC(=O)Cl.CCCCc1nc2c(C)ccc(O)c2n1Cc1ccc(-c2ccccc2C(=O)O)cc1. Given the product CCCCc1nc2c(C)ccc(OC(C)=O)c2n1Cc1ccc(-c2ccccc2C(=O)O)cc1, predict the reactants needed to synthesize it. (5) Given the product O=C(O)CN[C@@H](C(=O)N1CC[C@H]1C(=O)NCc1cc(Cl)ccc1-n1cncn1)C1CCCCC1, predict the reactants needed to synthesize it. The reactants are: CC(C)(C)OC(=O)CN[C@@H](C(=O)N1CC[C@H]1C(=O)NCc1cc(Cl)ccc1-n1cncn1)C1CCCCC1. (6) Given the product NS(=O)(=O)c1ccccc1Nc1ccnc(Cl)n1, predict the reactants needed to synthesize it. The reactants are: Clc1ccnc(Cl)n1.Nc1ccccc1S(N)(=O)=O. (7) Given the product CC(=O)c1ccnc(Cl)c1, predict the reactants needed to synthesize it. The reactants are: CCOC(=O)CC(=O)c1ccnc(Cl)c1. (8) The reactants are: Cc1cc(NC(=O)C(F)(F)F)ccc1C#CCCCO. Given the product Cc1cc(N)ccc1C#CCCCO, predict the reactants needed to synthesize it. (9) Given the product CC(Oc1ccccc1)c1ccc(C(=O)O)cc1, predict the reactants needed to synthesize it. The reactants are: COC(=O)c1ccc(C(C)Oc2ccccc2)cc1.